Task: Predict the reactants needed to synthesize the given product.. Dataset: Full USPTO retrosynthesis dataset with 1.9M reactions from patents (1976-2016) (1) Given the product [C:1]([C:3]1[CH:8]=[CH:7][C:6]([C@@H:9]2[C:14]([C:15]#[N:16])=[C:13]([CH3:17])[N:12]([C:18]3[CH:23]=[CH:22][CH:21]=[C:20]([C:24]([F:27])([F:26])[F:25])[CH:19]=3)[C:11](=[O:28])[N:10]2[S:44]([C:39]2[CH:40]=[CH:41][CH:42]=[CH:43][C:38]=2[O:37][C:36]([F:35])([F:48])[F:49])(=[O:46])=[O:45])=[C:5]([S:29]([CH3:32])(=[O:31])=[O:30])[CH:4]=1)#[N:2], predict the reactants needed to synthesize it. The reactants are: [C:1]([C:3]1[CH:8]=[CH:7][C:6]([C@@H:9]2[C:14]([C:15]#[N:16])=[C:13]([CH3:17])[N:12]([C:18]3[CH:23]=[CH:22][CH:21]=[C:20]([C:24]([F:27])([F:26])[F:25])[CH:19]=3)[C:11](=[O:28])[NH:10]2)=[C:5]([S:29]([CH3:32])(=[O:31])=[O:30])[CH:4]=1)#[N:2].[H-].[Na+].[F:35][C:36]([F:49])([F:48])[O:37][C:38]1[CH:43]=[CH:42][CH:41]=[CH:40][C:39]=1[S:44](Cl)(=[O:46])=[O:45]. (2) Given the product [C:15]([C:19]1[CH:20]=[CH:21][C:22]([C:23]([C:11]2[NH:10][CH:14]=[CH:13][CH:12]=2)=[O:24])=[CH:26][CH:27]=1)([CH3:18])([CH3:16])[CH3:17], predict the reactants needed to synthesize it. The reactants are: C([Mg]Br)C.C1COCC1.[NH:10]1[CH:14]=[CH:13][CH:12]=[CH:11]1.[C:15]([C:19]1[CH:27]=[CH:26][C:22]([C:23](Cl)=[O:24])=[CH:21][CH:20]=1)([CH3:18])([CH3:17])[CH3:16]. (3) Given the product [CH3:1][O:2][C:3](=[O:27])[C:4]1[CH:9]=[CH:8][C:7]([O:10][CH2:11][CH2:12][NH:13][C:14]([C:16]2[O:17][C:18]3[CH:26]=[CH:25][CH:24]=[CH:23][C:19]=3[C:20]=2[CH2:21][N:29]([CH3:30])[CH3:28])=[O:15])=[CH:6][CH:5]=1, predict the reactants needed to synthesize it. The reactants are: [CH3:1][O:2][C:3](=[O:27])[C:4]1[CH:9]=[CH:8][C:7]([O:10][CH2:11][CH2:12][NH:13][C:14]([C:16]2[O:17][C:18]3[CH:26]=[CH:25][CH:24]=[CH:23][C:19]=3[C:20]=2[CH2:21]Br)=[O:15])=[CH:6][CH:5]=1.[CH3:28][NH:29][CH3:30].O1CCCC1. (4) Given the product [CH3:1][O:2][CH2:3][CH2:4][CH2:5][C:6]1[O:23][C:10]([C:11]2[CH:16]=[CH:15][C:14]([C:17]3[CH:18]=[CH:19][CH:20]=[CH:21][CH:22]=3)=[N:13][CH:12]=2)=[N:9][N:8]=1, predict the reactants needed to synthesize it. The reactants are: [CH3:1][O:2][CH2:3][CH2:4][CH2:5][C:6]([NH:8][NH:9][C:10](=[O:23])[C:11]1[CH:16]=[CH:15][C:14]([C:17]2[CH:22]=[CH:21][CH:20]=[CH:19][CH:18]=2)=[N:13][CH:12]=1)=O.